From a dataset of CYP3A4 inhibition data for predicting drug metabolism from PubChem BioAssay. Regression/Classification. Given a drug SMILES string, predict its absorption, distribution, metabolism, or excretion properties. Task type varies by dataset: regression for continuous measurements (e.g., permeability, clearance, half-life) or binary classification for categorical outcomes (e.g., BBB penetration, CYP inhibition). Dataset: cyp3a4_veith. (1) The compound is CS(=O)(=O)N(CC(=O)O)Cc1ccccc1. The result is 0 (non-inhibitor). (2) The molecule is CCCC[C@H]1C[C@@H]1[C@@H]1N(C(C)=O)[C@H](c2cccc(OC)c2)CC12CC2. The result is 1 (inhibitor). (3) The molecule is Cc1cc(C)c(S(=O)(=O)n2ccc(-c3ccc(OCCN(C)c4ccccn4)cc3)n2)c(C)c1. The result is 1 (inhibitor). (4) The molecule is CC(O)(P(=O)([O-])O)P(=O)([O-])O.[Na+].[Na+]. The result is 0 (non-inhibitor). (5) The molecule is Cc1cc(C)c(S(=O)(=O)NCC2CCC(C(=O)NCc3ccc4c(c3)OCO4)CC2)c(C)c1. The result is 1 (inhibitor). (6) The compound is O=C(O)/C=C\C(=O)Nc1ccccn1. The result is 0 (non-inhibitor). (7) The drug is O=C(O)CCc1nn2c3ccccc3nc2n(CCN2CCCCC2)c1=O. The result is 0 (non-inhibitor).